Dataset: Catalyst prediction with 721,799 reactions and 888 catalyst types from USPTO. Task: Predict which catalyst facilitates the given reaction. (1) Reactant: [CH:1]1[C:14]2[CH2:13][C:12]3[C:7](=[CH:8][CH:9]=[CH:10][CH:11]=3)[S:6][C:5]=2[CH:4]=[CH:3][CH:2]=1.[Li]CCCC.[C:20](=[O:22])=[O:21]. Product: [CH:1]1[C:14]2[CH:13]([C:20]([OH:22])=[O:21])[C:12]3[C:7](=[CH:8][CH:9]=[CH:10][CH:11]=3)[S:6][C:5]=2[CH:4]=[CH:3][CH:2]=1. The catalyst class is: 1. (2) Reactant: C[O:2][C:3](=O)[CH2:4][NH:5][CH2:6][C:7]1[CH:12]=[CH:11][C:10]([CH2:13][N:14]([CH2:25][C:26]2[C:31]([CH3:32])=[CH:30][C:29]([CH3:33])=[CH:28][N:27]=2)[CH:15]2[C:24]3[N:23]=[CH:22][CH:21]=[CH:20][C:19]=3[CH2:18][CH2:17][CH2:16]2)=[C:9]([CH2:34][OH:35])[CH:8]=1.[H-].[H-].[H-].[H-].[Li+].[Al+3]. Product: [NH4+:5].[OH-:2].[CH3:32][C:31]1[C:26]([CH2:25][N:14]([CH2:13][C:10]2[CH:11]=[CH:12][C:7]([CH2:6][NH:5][CH2:4][CH2:3][OH:2])=[CH:8][C:9]=2[CH2:34][OH:35])[CH:15]2[C:24]3[N:23]=[CH:22][CH:21]=[CH:20][C:19]=3[CH2:18][CH2:17][CH2:16]2)=[N:27][CH:28]=[C:29]([CH3:33])[CH:30]=1. The catalyst class is: 1. (3) Reactant: [OH-].[Li+].C[O:4][C:5](=[O:37])[C:6]1[CH:11]=[C:10]([C:12]2[CH:17]=[C:16]([O:18][CH:19]3[CH2:24][CH2:23][N:22]([CH3:25])[CH2:21][CH2:20]3)[N:15]=[N:14][C:13]=2[CH2:26][CH2:27][CH2:28][CH3:29])[CH:9]=[CH:8][C:7]=1[O:30][CH:31]1[CH2:36][CH2:35][CH2:34][CH2:33][CH2:32]1.Cl. Product: [CH2:26]([C:13]1[N:14]=[N:15][C:16]([O:18][CH:19]2[CH2:24][CH2:23][N:22]([CH3:25])[CH2:21][CH2:20]2)=[CH:17][C:12]=1[C:10]1[CH:9]=[CH:8][C:7]([O:30][CH:31]2[CH2:36][CH2:35][CH2:34][CH2:33][CH2:32]2)=[C:6]([CH:11]=1)[C:5]([OH:37])=[O:4])[CH2:27][CH2:28][CH3:29]. The catalyst class is: 36. (4) Reactant: [C:1]([O:9]CC=C)(=[O:8])[C:2]1[CH:7]=[CH:6][CH:5]=[CH:4][CH:3]=1.[OH-].[Na+].Cl. Product: [C:1]([OH:9])(=[O:8])[C:2]1[CH:7]=[CH:6][CH:5]=[CH:4][CH:3]=1. The catalyst class is: 5. (5) The catalyst class is: 1. Product: [CH3:17][NH:16][C:12]1[CH:11]=[C:10]2[C:15](=[CH:14][CH:13]=1)[N:7]([CH2:6][O:5][CH2:4][CH2:3][Si:2]([CH3:1])([CH3:20])[CH3:19])[N:8]=[CH:9]2. Reactant: [CH3:1][Si:2]([CH3:20])([CH3:19])[CH2:3][CH2:4][O:5][CH2:6][N:7]1[C:15]2[C:10](=[CH:11][C:12]([NH:16][CH:17]=O)=[CH:13][CH:14]=2)[CH:9]=[N:8]1.[H-].[Al+3].[Li+].[H-].[H-].[H-]. (6) Reactant: Br[CH2:2][C:3]1[O:7][C:6]([CH:8]=[O:9])=[CH:5][CH:4]=1.[CH3:10][N:11]1[CH2:16][CH2:15][NH:14][CH2:13][CH2:12]1. Product: [CH3:10][N:11]1[CH2:16][CH2:15][N:14]([CH2:2][C:3]2[O:7][C:6]([CH:8]=[O:9])=[CH:5][CH:4]=2)[CH2:13][CH2:12]1. The catalyst class is: 12. (7) Reactant: [Br:1][C:2]1[CH:7]=[CH:6][C:5]([OH:8])=[C:4]([F:9])[CH:3]=1.C(=O)([O-])[O-].[K+].[K+].[CH2:16](Br)[C:17]1[CH:22]=[CH:21][CH:20]=[CH:19][CH:18]=1. Product: [CH2:16]([O:8][C:5]1[CH:6]=[CH:7][C:2]([Br:1])=[CH:3][C:4]=1[F:9])[C:17]1[CH:22]=[CH:21][CH:20]=[CH:19][CH:18]=1. The catalyst class is: 573.